Dataset: Forward reaction prediction with 1.9M reactions from USPTO patents (1976-2016). Task: Predict the product of the given reaction. (1) Given the reactants [Cl:1][C:2]1[C:11]2[C:6](=[CH:7][CH:8]=[CH:9][CH:10]=2)[N:5]=[C:4]([CH2:12][Cl:13])[N:3]=1.[CH3:14][O:15][C:16]1[CH:21]=[CH:20][C:19]([CH2:22][NH2:23])=[CH:18][CH:17]=1.Cl, predict the reaction product. The product is: [ClH:1].[Cl:13][CH2:12][C:4]1[N:3]=[C:2]([NH:23][CH2:22][C:19]2[CH:20]=[CH:21][C:16]([O:15][CH3:14])=[CH:17][CH:18]=2)[C:11]2[C:6](=[CH:7][CH:8]=[CH:9][CH:10]=2)[N:5]=1. (2) Given the reactants [CH3:1][O:2][CH2:3][CH2:4][S:5][C:6]1[CH:7]=[C:8]([O:28][C:29]2[C:30]([CH3:36])=[N:31][N:32]([CH3:35])[C:33]=2[CH3:34])[C:9]([NH:12][C:13]2[S:17][N:16]=[C:15]([C@H:18]3[CH2:22][O:21]C4(CCCCC4)[O:19]3)[N:14]=2)=[N:10][CH:11]=1.[ClH:37], predict the reaction product. The product is: [ClH:37].[CH3:1][O:2][CH2:3][CH2:4][S:5][C:6]1[CH:7]=[C:8]([O:28][C:29]2[C:30]([CH3:36])=[N:31][N:32]([CH3:35])[C:33]=2[CH3:34])[C:9]([NH:12][C:13]2[S:17][N:16]=[C:15]([C@H:18]([OH:19])[CH2:22][OH:21])[N:14]=2)=[N:10][CH:11]=1.